Dataset: Forward reaction prediction with 1.9M reactions from USPTO patents (1976-2016). Task: Predict the product of the given reaction. Given the reactants [CH3:1][O:2][C:3]1[CH:4]=[C:5]([C:11]([CH3:15])([CH3:14])[CH2:12][OH:13])[CH:6]=[CH:7][C:8]=1[O:9][CH3:10].CC(OI1(OC(C)=O)(OC(C)=O)OC(=O)C2C=CC=CC1=2)=O.C(=O)(O)[O-].[Na+].S([O-])([O-])(=O)=S.[Na+].[Na+], predict the reaction product. The product is: [CH3:1][O:2][C:3]1[CH:4]=[C:5]([C:11]([CH3:15])([CH3:14])[CH:12]=[O:13])[CH:6]=[CH:7][C:8]=1[O:9][CH3:10].